Dataset: NCI-60 drug combinations with 297,098 pairs across 59 cell lines. Task: Regression. Given two drug SMILES strings and cell line genomic features, predict the synergy score measuring deviation from expected non-interaction effect. Drug 1: CCCCCOC(=O)NC1=NC(=O)N(C=C1F)C2C(C(C(O2)C)O)O. Drug 2: CC1=C(C(=O)C2=C(C1=O)N3CC4C(C3(C2COC(=O)N)OC)N4)N. Cell line: HCC-2998. Synergy scores: CSS=26.9, Synergy_ZIP=-6.60, Synergy_Bliss=-8.66, Synergy_Loewe=-9.72, Synergy_HSA=-2.71.